The task is: Predict which catalyst facilitates the given reaction.. This data is from Catalyst prediction with 721,799 reactions and 888 catalyst types from USPTO. (1) Reactant: [C:1]([C:3]1[CH:4]=[C:5]([C:12]([O:14][CH3:15])=[O:13])[C:6]([CH:9]([F:11])[F:10])=[N:7][CH:8]=1)#[N:2].[ClH:16].[H][H].[CH3:19]CO. Product: [ClH:16].[NH2:2][CH2:1][C:3]1[CH:4]=[C:5]([C:12]([O:14][CH2:15][CH3:19])=[O:13])[C:6]([CH:9]([F:11])[F:10])=[N:7][CH:8]=1. The catalyst class is: 45. (2) Reactant: [CH3:1][O:2][C:3]1[C:4]([CH3:34])=[C:5]([C:25]([O:32][CH3:33])=[C:26]([O:30][CH3:31])[C:27]=1[O:28][CH3:29])[CH2:6][C:7]1[CH:16]=[CH:15][C:10]([C:11]([O:13][CH3:14])=[O:12])=[C:9](OS(C(F)(F)F)(=O)=O)[CH:8]=1.C(=O)([O-])[O-].[Na+].[Na+].[Cl-].[Li+].B1([C:49]2[CH:54]=[CH:53][CH:52]=[N:51][CH:50]=2)OCCCO1. Product: [CH3:1][O:2][C:3]1[C:4]([CH3:34])=[C:5]([C:25]([O:32][CH3:33])=[C:26]([O:30][CH3:31])[C:27]=1[O:28][CH3:29])[CH2:6][C:7]1[CH:16]=[CH:15][C:10]([C:11]([O:13][CH3:14])=[O:12])=[C:9]([C:49]2[CH:50]=[N:51][CH:52]=[CH:53][CH:54]=2)[CH:8]=1. The catalyst class is: 133. (3) Reactant: [Li]CCCC.[CH2:6]([S:16]([CH2:19]/[CH:20]=[C:21](\[CH2:23][CH2:24][CH:25]=[C:26]([CH3:28])[CH3:27])/[CH3:22])(=[O:18])=[O:17])/[CH:7]=[C:8](\[CH2:10][CH2:11][CH:12]=C(C)C)/C.CN1CCCN(C)C1=O.[Si:38]([O:55][CH2:56]/[CH:57]=[C:58](/[CH3:66])\[CH2:59][CH2:60]/[CH:61]=[C:62](/[CH3:65])\[CH2:63]Cl)([C:51]([CH3:54])([CH3:53])[CH3:52])([C:45]1[CH:50]=[CH:49][CH:48]=[CH:47][CH:46]=1)[C:39]1[CH:44]=[CH:43][CH:42]=[CH:41][CH:40]=1. Product: [Si:38]([O:55][CH2:56]/[CH:57]=[C:58](/[CH3:66])\[CH2:59][CH2:60]/[CH:61]=[C:62](/[CH3:65])\[CH2:63][CH:19]([S:16]([C:6]1[CH:7]=[CH:8][CH:10]=[CH:11][CH:12]=1)(=[O:17])=[O:18])/[CH:20]=[C:21](/[CH3:22])\[CH2:23][CH2:24][CH:25]=[C:26]([CH3:27])[CH3:28])([C:51]([CH3:52])([CH3:53])[CH3:54])([C:45]1[CH:46]=[CH:47][CH:48]=[CH:49][CH:50]=1)[C:39]1[CH:44]=[CH:43][CH:42]=[CH:41][CH:40]=1. The catalyst class is: 1. (4) The catalyst class is: 15. Reactant: [C:1]([CH2:3][C:4]1[C:9]([C:10](O)=[O:11])=[CH:8][C:7]([C:13]([N:15]([CH3:17])[CH3:16])=[O:14])=[C:6]([O:18][CH3:19])[CH:5]=1)#[N:2].[NH2:20][C:21]1[CH:25]=[C:24]([CH3:26])[NH:23][N:22]=1. Product: [CH3:16][N:15]([CH3:17])[C:13]([C:7]1[CH:8]=[C:9]2[C:4]([CH:3]=[C:1]([NH:20][C:21]3[CH:25]=[C:24]([CH3:26])[NH:23][N:22]=3)[N:2]=[C:10]2[OH:11])=[CH:5][C:6]=1[O:18][CH3:19])=[O:14]. (5) Reactant: [Si:1]([O:8][C@@H:9]([CH2:13][CH2:14][C:15]1[CH:20]=[CH:19][CH:18]=[CH:17][CH:16]=1)[CH2:10][CH2:11]O)([C:4]([CH3:7])([CH3:6])[CH3:5])([CH3:3])[CH3:2].C(N(CC)CC)C.CS(Cl)(=O)=O.[Li+].[Br-:34]. Product: [Si:1]([O:8][C@H:9]([CH2:10][CH2:11][Br:34])[CH2:13][CH2:14][C:15]1[CH:20]=[CH:19][CH:18]=[CH:17][CH:16]=1)([C:4]([CH3:7])([CH3:6])[CH3:5])([CH3:3])[CH3:2]. The catalyst class is: 46. (6) Reactant: [CH2:1]([S-:4])[CH2:2][CH3:3].[Na+].[Br:6][C:7]1[CH:12]=[C:11]([F:13])[CH:10]=[C:9](F)[CH:8]=1.O. Product: [Br:6][C:7]1[CH:8]=[C:9]([S:4][CH2:1][CH2:2][CH3:3])[CH:10]=[C:11]([F:13])[CH:12]=1. The catalyst class is: 3.